Dataset: Forward reaction prediction with 1.9M reactions from USPTO patents (1976-2016). Task: Predict the product of the given reaction. (1) Given the reactants Cl[C:2]1[C:7]([C:8]2[CH:13]=[CH:12][C:11]([Cl:14])=[CH:10][CH:9]=2)=[C:6]([Cl:15])[N:5]=[CH:4][N:3]=1.[K+].[C:17]1([CH:23]=[CH:24][S:25]([NH-:28])(=[O:27])=[O:26])[CH:22]=[CH:21][CH:20]=[CH:19][CH:18]=1.O.C(O)(=O)CC(CC(O)=O)(C(O)=O)O, predict the reaction product. The product is: [Cl:15][C:6]1[N:5]=[CH:4][N:3]=[C:2]([NH:28][S:25]([CH:24]=[CH:23][C:17]2[CH:22]=[CH:21][CH:20]=[CH:19][CH:18]=2)(=[O:26])=[O:27])[C:7]=1[C:8]1[CH:13]=[CH:12][C:11]([Cl:14])=[CH:10][CH:9]=1. (2) Given the reactants C(OC([C:6]1[C:15](=[O:16])[C:14]2[C:9](=[N:10][C:11]([CH2:17][CH3:18])=[CH:12][CH:13]=2)[NH:8][CH:7]=1)=O)C.[OH-].[Na+], predict the reaction product. The product is: [CH2:17]([C:11]1[N:10]=[C:9]2[C:14]([C:15]([OH:16])=[CH:6][CH:7]=[N:8]2)=[CH:13][CH:12]=1)[CH3:18]. (3) Given the reactants [NH2:1][C@H:2]([CH2:9][C:10]([OH:12])=[O:11])[C:3]1[CH:8]=[CH:7][CH:6]=[CH:5][CH:4]=1.Cl.[CH2:14](O)[CH3:15], predict the reaction product. The product is: [NH2:1][CH:2]([C:3]1[CH:8]=[CH:7][CH:6]=[CH:5][CH:4]=1)[CH2:9][C:10]([O:12][CH2:14][CH3:15])=[O:11].